From a dataset of Peptide-MHC class I binding affinity with 185,985 pairs from IEDB/IMGT. Regression. Given a peptide amino acid sequence and an MHC pseudo amino acid sequence, predict their binding affinity value. This is MHC class I binding data. (1) The peptide sequence is RSEVELCIY. The MHC is HLA-B15:01 with pseudo-sequence HLA-B15:01. The binding affinity (normalized) is 0.192. (2) The peptide sequence is KALKLSWFKK. The MHC is HLA-A11:01 with pseudo-sequence HLA-A11:01. The binding affinity (normalized) is 0.546. (3) The peptide sequence is SARTNCLAV. The MHC is HLA-A02:01 with pseudo-sequence HLA-A02:01. The binding affinity (normalized) is 0.0847. (4) The peptide sequence is KRSTPFYTK. The MHC is HLA-A26:02 with pseudo-sequence HLA-A26:02. The binding affinity (normalized) is 0.0847. (5) The peptide sequence is KLLNRVIGY. The MHC is HLA-B08:02 with pseudo-sequence HLA-B08:02. The binding affinity (normalized) is 0.0847.